Dataset: Forward reaction prediction with 1.9M reactions from USPTO patents (1976-2016). Task: Predict the product of the given reaction. (1) Given the reactants [NH2:1][C:2]1[C:15]2[C:6](=[CH:7][C:8]3[C:9]4[C:14]=2[C:13](=[O:16])[N:12]([CH2:17][CH2:18][N:19]([CH3:21])[CH3:20])[C:11](=[O:22])[C:10]=4[CH:23]=[CH:24][CH:25]=3)[CH:5]=[CH:4][CH:3]=1.[Cl:26][CH2:27][CH2:28][CH2:29][C:30](Cl)=[O:31].C(Cl)Cl.CO, predict the reaction product. The product is: [Cl:26][CH2:27][CH2:28][CH2:29][C:30]([NH:1][C:2]1[C:15]2[C:6](=[CH:7][C:8]3[C:9]4[C:14]=2[C:13](=[O:16])[N:12]([CH2:17][CH2:18][N:19]([CH3:20])[CH3:21])[C:11](=[O:22])[C:10]=4[CH:23]=[CH:24][CH:25]=3)[CH:5]=[CH:4][CH:3]=1)=[O:31]. (2) Given the reactants [CH:1]1([CH2:4][O:5][CH2:6][CH2:7][N:8]([CH3:18])[C:9]2[CH:14]=[CH:13][C:12]([N+:15]([O-])=O)=[CH:11][N:10]=2)[CH2:3][CH2:2]1.[C:19]1([C:25]2[O:26][C:27]([C:33]([F:36])([F:35])[F:34])=[C:28]([C:30](O)=[O:31])[N:29]=2)[CH:24]=[CH:23][CH:22]=[CH:21][CH:20]=1.CCN(CC)CC.F[P-](F)(F)(F)(F)F.N1(O[P+](N(C)C)(N(C)C)N(C)C)C2C=CC=CC=2N=N1, predict the reaction product. The product is: [CH:1]1([CH2:4][O:5][CH2:6][CH2:7][N:8]([CH3:18])[C:9]2[N:10]=[CH:11][C:12]([NH:15][C:30]([C:28]3[N:29]=[C:25]([C:19]4[CH:24]=[CH:23][CH:22]=[CH:21][CH:20]=4)[O:26][C:27]=3[C:33]([F:35])([F:36])[F:34])=[O:31])=[CH:13][CH:14]=2)[CH2:3][CH2:2]1.